This data is from Full USPTO retrosynthesis dataset with 1.9M reactions from patents (1976-2016). The task is: Predict the reactants needed to synthesize the given product. Given the product [CH2:1]([C:3]1[CH:4]=[CH:5][C:6]([CH:9]2[CH2:14][N:13]([C:27](=[O:28])[C:26]([CH3:31])([CH3:30])[CH2:25][F:24])[CH2:12][CH:11]([C:15]([NH:17][C:18]3[CH:19]=[CH:20][CH:21]=[CH:22][CH:23]=3)=[O:16])[CH2:10]2)=[CH:7][CH:8]=1)[CH3:2], predict the reactants needed to synthesize it. The reactants are: [CH2:1]([C:3]1[CH:8]=[CH:7][C:6]([CH:9]2[CH2:14][NH:13][CH2:12][CH:11]([C:15]([NH:17][C:18]3[CH:23]=[CH:22][CH:21]=[CH:20][CH:19]=3)=[O:16])[CH2:10]2)=[CH:5][CH:4]=1)[CH3:2].[F:24][CH2:25][C:26]([CH3:31])([CH3:30])[C:27](Cl)=[O:28].